This data is from Reaction yield outcomes from USPTO patents with 853,638 reactions. The task is: Predict the reaction yield, written as a fraction of the theoretical maximum amount of product (1.0 means a 100% yield; for example, 0.34 means a 34% yield). (1) The reactants are [Cl:1][C:2]1[CH:15]=[CH:14][C:5]2[NH:6][C:7](=[CH:10][C:11]([O-:13])=[O:12])[CH2:8][O:9][C:4]=2[CH:3]=1.[CH3:16][CH2:17]O. The catalyst is FC(F)(F)S([O-])(=O)=O.[Zn+2].FC(F)(F)S([O-])(=O)=O. The product is [Cl:1][C:2]1[CH:15]=[CH:14][C:5]2[NH:6][C@@H:7]([CH2:10][C:11]([O:13][CH2:16][CH3:17])=[O:12])[CH2:8][O:9][C:4]=2[CH:3]=1. The yield is 0.936. (2) The yield is 0.390. The catalyst is CN(C=O)C. The product is [CH2:1]([C:3]1[CH:9]=[CH:8][CH:7]=[CH:6][C:4]=1[NH:5][C:29](=[O:30])[C:28]([C:21]1[C:22]2[C:27](=[CH:26][CH:25]=[CH:24][CH:23]=2)[NH:19][CH:20]=1)=[O:32])[CH3:2]. The reactants are [CH2:1]([C:3]1[CH:9]=[CH:8][CH:7]=[CH:6][C:4]=1[NH2:5])[CH3:2].CCN(C(C)C)C(C)C.[NH:19]1[C:27]2[C:22](=[CH:23][CH:24]=[CH:25][CH:26]=2)[C:21]([C:28](=[O:32])[C:29](Cl)=[O:30])=[CH:20]1. (3) The reactants are [CH3:1][Si:2]([CH3:9])([CH3:8])N1C=CN=C1.[Br:10][C:11]1[CH:12]=[C:13]([CH:17]([OH:22])[C:18]([CH3:21])([CH3:20])[CH3:19])[CH:14]=[CH:15][CH:16]=1. The catalyst is O1CCCC1. The product is [Br:10][C:11]1[CH:12]=[C:13]([CH:17]([O:22][Si:2]([CH3:1])([CH3:8])[CH3:9])[C:18]([CH3:20])([CH3:19])[CH3:21])[CH:14]=[CH:15][CH:16]=1. The yield is 0.640. (4) The reactants are [NH2:1][C:2]1[CH:21]=[CH:20][C:5]([O:6][C:7]2[N:12]=[CH:11][N:10]=[C:9]([NH:13][C:14]3[CH:19]=[CH:18][CH:17]=[CH:16][CH:15]=3)[CH:8]=2)=[CH:4][CH:3]=1.[C:22]1([N:28]=[C:29]=[O:30])[CH:27]=[CH:26][CH:25]=[CH:24][CH:23]=1.O. The catalyst is CN(C)C=O.C(OCC)(=O)C.CCCCCC. The product is [C:22]1([NH:28][C:29]([NH:1][C:2]2[CH:21]=[CH:20][C:5]([O:6][C:7]3[CH:8]=[C:9]([NH:13][C:14]4[CH:19]=[CH:18][CH:17]=[CH:16][CH:15]=4)[N:10]=[CH:11][N:12]=3)=[CH:4][CH:3]=2)=[O:30])[CH:27]=[CH:26][CH:25]=[CH:24][CH:23]=1. The yield is 0.870. (5) The reactants are [CH3:1][C:2]1([CH3:17])[C:6](=[O:7])[NH:5][N:4]=[C:3]1[C:8]1[CH:13]=[CH:12][C:11]([N+:14]([O-])=O)=[CH:10][CH:9]=1. The catalyst is CCO.[Pd]. The product is [NH2:14][C:11]1[CH:10]=[CH:9][C:8]([C:3]2[C:2]([CH3:1])([CH3:17])[C:6](=[O:7])[NH:5][N:4]=2)=[CH:13][CH:12]=1. The yield is 0.940.